Task: Predict the reaction yield, written as a fraction of the theoretical maximum amount of product (1.0 means a 100% yield; for example, 0.34 means a 34% yield).. Dataset: Reaction yield outcomes from USPTO patents with 853,638 reactions The reactants are C(=O)([O-])[O-].[Cs+].[Cs+].Br[C:8]1[CH:20]=[CH:19][C:18]([C:21]#[N:22])=[C:17]2[C:9]=1[C:10]1[CH:11]=[CH:12][C:13]([C:23]([O:25][CH2:26][CH3:27])=[O:24])=[CH:14][C:15]=1[NH:16]2.[NH:28]1[CH2:33][CH2:32][CH2:31][C@@H:30]([NH:34][C:35](=[O:44])[O:36][CH2:37][C:38]2[CH:43]=[CH:42][CH:41]=[CH:40][CH:39]=2)[CH2:29]1. The catalyst is O1CCOCC1.C1C=CC(/C=C/C(/C=C/C2C=CC=CC=2)=O)=CC=1.C1C=CC(/C=C/C(/C=C/C2C=CC=CC=2)=O)=CC=1.C1C=CC(/C=C/C(/C=C/C2C=CC=CC=2)=O)=CC=1.[Pd].[Pd]. The product is [CH2:37]([O:36][C:35]([NH:34][C@@H:30]1[CH2:31][CH2:32][CH2:33][N:28]([C:8]2[CH:20]=[CH:19][C:18]([C:21]#[N:22])=[C:17]3[C:9]=2[C:10]2[CH:11]=[CH:12][C:13]([C:23]([O:25][CH2:26][CH3:27])=[O:24])=[CH:14][C:15]=2[NH:16]3)[CH2:29]1)=[O:44])[C:38]1[CH:39]=[CH:40][CH:41]=[CH:42][CH:43]=1. The yield is 0.370.